From a dataset of Full USPTO retrosynthesis dataset with 1.9M reactions from patents (1976-2016). Predict the reactants needed to synthesize the given product. (1) Given the product [F:21][C:19]1[CH:20]=[C:12]([N:8]2[CH2:7][C@H:6]([C:4]([NH2:1])=[O:3])[O:10][C:9]2=[O:11])[CH:13]=[C:14]2[C:18]=1[N:17]([CH2:22][CH2:23][CH3:24])[C:16](=[O:25])[CH2:15]2, predict the reactants needed to synthesize it. The reactants are: [NH3:1].C[O:3][C:4]([C@@H:6]1[O:10][C:9](=[O:11])[N:8]([C:12]2[CH:13]=[C:14]3[C:18](=[C:19]([F:21])[CH:20]=2)[N:17]([CH2:22][CH2:23][CH3:24])[C:16](=[O:25])[CH2:15]3)[CH2:7]1)=O. (2) Given the product [Br:42][C:39]1[S:38][C:37]([CH2:36][C@H:35]([NH:43][C:26]([C:15]2[N:16]=[C:17]([CH2:20][CH:21]3[CH2:22][CH2:23][CH2:24][CH2:25]3)[C:18]3[C:13]([CH:14]=2)=[CH:12][CH:11]=[C:10]([O:9][C:8]2[CH:29]=[CH:30][C:5]([C:1]([CH3:3])([CH3:4])[CH3:2])=[CH:6][CH:7]=2)[CH:19]=3)=[O:27])[C:34]([OH:33])=[O:44])=[CH:41][CH:40]=1, predict the reactants needed to synthesize it. The reactants are: [C:1]([C:5]1[CH:30]=[CH:29][C:8]([O:9][C:10]2[CH:19]=[C:18]3[C:13]([CH:14]=[C:15]([C:26](O)=[O:27])[N:16]=[C:17]3[CH2:20][CH:21]3[CH2:25][CH2:24][CH2:23][CH2:22]3)=[CH:12][CH:11]=2)=[CH:7][CH:6]=1)([CH3:4])([CH3:3])[CH3:2].Cl.C[O:33][C:34](=[O:44])[C@@H:35]([NH2:43])[CH2:36][C:37]1[S:38][C:39]([Br:42])=[CH:40][CH:41]=1. (3) Given the product [Cl:1][C:2]1[CH:3]=[CH:4][C:5]2[N:11]3[C:12]([CH:15]([CH3:16])[CH3:17])=[N:13][N:14]=[C:10]3[CH:9]([CH2:18][C:19]([N:21]3[CH2:26][CH2:25][CH2:24][CH2:23][CH:22]3[C:27]([OH:29])=[O:28])=[O:20])[O:8][CH:7]([C:32]3[CH:37]=[CH:36][CH:35]=[C:34]([O:38][CH3:39])[C:33]=3[O:40][CH3:41])[C:6]=2[CH:42]=1, predict the reactants needed to synthesize it. The reactants are: [Cl:1][C:2]1[CH:3]=[CH:4][C:5]2[N:11]3[C:12]([CH:15]([CH3:17])[CH3:16])=[N:13][N:14]=[C:10]3[CH:9]([CH2:18][C:19]([N:21]3[CH2:26][CH2:25][CH2:24][CH2:23][CH:22]3[C:27]([O:29]CC)=[O:28])=[O:20])[O:8][CH:7]([C:32]3[CH:37]=[CH:36][CH:35]=[C:34]([O:38][CH3:39])[C:33]=3[O:40][CH3:41])[C:6]=2[CH:42]=1.Cl.